This data is from Reaction yield outcomes from USPTO patents with 853,638 reactions. The task is: Predict the reaction yield, written as a fraction of the theoretical maximum amount of product (1.0 means a 100% yield; for example, 0.34 means a 34% yield). (1) The reactants are Br[C:2]1[CH:7]=[CH:6][C:5]([CH2:8][N:9]2[C:14](=[O:15])[C:13]([C:16]([NH:18][CH2:19][C:20]([OH:22])=[O:21])=[O:17])=[C:12]([OH:23])[C:11]([CH:24]([CH3:26])[CH3:25])=[N:10]2)=[C:4]([F:27])[CH:3]=1.[F:28][C:29]([F:40])([F:39])[C:30]1[CH:35]=[CH:34][C:33](B(O)O)=[CH:32][CH:31]=1.C(=O)([O-])[O-].[K+].[K+].Cl. The catalyst is O.C1C=CC([P]([Pd]([P](C2C=CC=CC=2)(C2C=CC=CC=2)C2C=CC=CC=2)([P](C2C=CC=CC=2)(C2C=CC=CC=2)C2C=CC=CC=2)[P](C2C=CC=CC=2)(C2C=CC=CC=2)C2C=CC=CC=2)(C2C=CC=CC=2)C2C=CC=CC=2)=CC=1.O1CCOCC1. The product is [F:27][C:4]1[CH:3]=[C:2]([C:33]2[CH:34]=[CH:35][C:30]([C:29]([F:40])([F:39])[F:28])=[CH:31][CH:32]=2)[CH:7]=[CH:6][C:5]=1[CH2:8][N:9]1[C:14](=[O:15])[C:13]([C:16]([NH:18][CH2:19][C:20]([OH:22])=[O:21])=[O:17])=[C:12]([OH:23])[C:11]([CH:24]([CH3:26])[CH3:25])=[N:10]1. The yield is 0.550. (2) The product is [Cl:1][C:2]1[CH:19]=[C:18](/[CH:20]=[CH:21]/[CH:23]([C:28]2[CH:29]=[C:30]([Cl:35])[CH:31]=[C:32]([Cl:34])[CH:33]=2)[C:24]([F:27])([F:26])[F:25])[CH:17]=[CH:16][C:3]=1[CH2:4][N:5]1[C:13](=[O:14])[C:12]2[C:7](=[CH:8][CH:9]=[CH:10][CH:11]=2)[C:6]1=[O:15]. The yield is 0.500. The catalyst is ClC1C=CC=CC=1Cl.Cl[Cu]. The reactants are [Cl:1][C:2]1[CH:19]=[C:18]([CH:20]=[CH2:21])[CH:17]=[CH:16][C:3]=1[CH2:4][N:5]1[C:13](=[O:14])[C:12]2[C:7](=[CH:8][CH:9]=[CH:10][CH:11]=2)[C:6]1=[O:15].Br[CH:23]([C:28]1[CH:33]=[C:32]([Cl:34])[CH:31]=[C:30]([Cl:35])[CH:29]=1)[C:24]([F:27])([F:26])[F:25].N1C=CC=CC=1C1C=CC=CN=1.